The task is: Predict the reactants needed to synthesize the given product.. This data is from Full USPTO retrosynthesis dataset with 1.9M reactions from patents (1976-2016). (1) Given the product [ClH:26].[ClH:26].[C@H:29]1([CH2:39][N:40]2[CH2:45][CH2:44][CH:43]([NH:46][C:21]([C:15]3[NH:16][C:17]4[C:13]([CH:14]=3)=[C:12]([O:11][CH2:10][C:7]3[C:6]5[CH:24]=[C:2]([CH3:1])[C:3]([CH3:25])=[CH:4][C:5]=5[O:9][CH:8]=3)[CH:20]=[CH:19][CH:18]=4)=[O:22])[CH2:42][CH2:41]2)[C@@H:38]2[N:33]([CH2:34][CH2:35][CH2:36][CH2:37]2)[CH2:32][CH2:31][CH2:30]1, predict the reactants needed to synthesize it. The reactants are: [CH3:1][C:2]1[C:3]([CH3:25])=[CH:4][C:5]2[O:9][CH:8]=[C:7]([CH2:10][O:11][C:12]3[CH:20]=[CH:19][CH:18]=[C:17]4[C:13]=3[CH:14]=[C:15]([C:21](O)=[O:22])[NH:16]4)[C:6]=2[CH:24]=1.[ClH:26].Cl.Cl.[C@H:29]1([CH2:39][N:40]2[CH2:45][CH2:44][CH:43]([NH2:46])[CH2:42][CH2:41]2)[C@@H:38]2[N:33]([CH2:34][CH2:35][CH2:36][CH2:37]2)[CH2:32][CH2:31][CH2:30]1. (2) Given the product [CH3:15][O:14][C:11]1[CH:12]=[CH:13][C:8]([C:6]2[NH:19][N:18]=[C:4]([OH:3])[CH:5]=2)=[CH:9][CH:10]=1, predict the reactants needed to synthesize it. The reactants are: C([O:3][C:4](=O)[CH2:5][C:6]([C:8]1[CH:13]=[CH:12][C:11]([O:14][CH3:15])=[CH:10][CH:9]=1)=O)C.O.[NH2:18][NH2:19]. (3) Given the product [OH:10][C:4]1[CH:3]=[C:2]([NH:1][C:11](=[O:20])[C:12]2[CH:17]=[CH:16][C:15]([O:18][CH3:19])=[CH:14][CH:13]=2)[CH:7]=[C:6]([O:8][CH3:9])[CH:5]=1, predict the reactants needed to synthesize it. The reactants are: [NH2:1][C:2]1[CH:3]=[C:4]([OH:10])[CH:5]=[C:6]([O:8][CH3:9])[CH:7]=1.[C:11](Cl)(=[O:20])[C:12]1[CH:17]=[CH:16][C:15]([O:18][CH3:19])=[CH:14][CH:13]=1.Cl. (4) Given the product [CH:1]([C:4]1[C:5]([O:15][CH3:16])=[CH:6][CH:7]=[CH:8][C:9]=1[CH2:10][CH2:11][NH2:12])([CH3:3])[CH3:2], predict the reactants needed to synthesize it. The reactants are: [CH:1]([C:4]1[C:9]([CH:10]=[CH:11][N+:12]([O-])=O)=[CH:8][CH:7]=[CH:6][C:5]=1[O:15][CH3:16])([CH3:3])[CH3:2].[H-].[H-].[H-].[H-].[Li+].[Al+3].[Al+3].[Cl-].[Cl-].[Cl-]. (5) Given the product [CH3:15][C@H:16]1[CH2:21][NH:20][C@H:19]([CH3:22])[CH2:18][N:17]1[CH2:2][C:3]1[C:11]2[O:10][CH:9]=[CH:8][C:7]=2[CH:6]=[C:5]([N+:12]([O-:14])=[O:13])[CH:4]=1, predict the reactants needed to synthesize it. The reactants are: Br[CH2:2][C:3]1[C:11]2[O:10][CH:9]=[CH:8][C:7]=2[CH:6]=[C:5]([N+:12]([O-:14])=[O:13])[CH:4]=1.[CH3:15][C@H:16]1[CH2:21][NH:20][C@H:19]([CH3:22])[CH2:18][NH:17]1.